This data is from Catalyst prediction with 721,799 reactions and 888 catalyst types from USPTO. The task is: Predict which catalyst facilitates the given reaction. (1) Reactant: CS([O:5][CH2:6][C@@H:7]([NH:12][C:13]1[C:18]([F:19])=[CH:17][N:16]=[C:15]([C:20]2[C:28]3[C:23](=[N:24][CH:25]=[C:26]([F:29])[CH:27]=3)[N:22]([S:30]([C:33]3[CH:39]=[CH:38][C:36]([CH3:37])=[CH:35][CH:34]=3)(=[O:32])=[O:31])[CH:21]=2)[CH:14]=1)[C:8]([CH3:11])([CH3:10])[CH3:9])(=O)=O.[C:40]([O-])(=[S:42])[CH3:41].[K+].O. The catalyst class is: 3. Product: [C:40](=[S:42])([O:5][CH2:6][C@@H:7]([NH:12][C:13]1[C:18]([F:19])=[CH:17][N:16]=[C:15]([C:20]2[C:28]3[C:23](=[N:24][CH:25]=[C:26]([F:29])[CH:27]=3)[N:22]([S:30]([C:33]3[CH:34]=[CH:35][C:36]([CH3:37])=[CH:38][CH:39]=3)(=[O:31])=[O:32])[CH:21]=2)[CH:14]=1)[C:8]([CH3:10])([CH3:9])[CH3:11])[CH3:41]. (2) Reactant: C([O:4][C@@H:5]1[C@@H:10]([O:11]C(=O)C)[C@H:9]([O:15]C(=O)C)[C@@H:8]([CH2:19][O:20]C(=O)C)[O:7][C@H:6]1[C:24]1[CH:29]=[CH:28][C:27]([C:30]2[CH:35]=[CH:34][C:33]([C@@H:36]3[C@@H:39]([CH2:40][CH2:41][C@@H:42]([C:44]4[CH:49]=[CH:48][C:47]([F:50])=[CH:46][CH:45]=4)[OH:43])[C:38](=[O:51])[N:37]3[C:52]3[CH:57]=[CH:56][CH:55]=[CH:54][CH:53]=3)=[C:32]([O:58][CH2:59][C:60]3[CH:65]=[CH:64][CH:63]=[CH:62][CH:61]=3)[CH:31]=2)=[CH:26][CH:25]=1)(=O)C.[OH-].[NH4+]. Product: [CH2:59]([O:58][C:32]1[CH:31]=[C:30]([C:27]2[CH:28]=[CH:29][C:24]([C@@H:6]3[O:7][C@H:8]([CH2:19][OH:20])[C@@H:9]([OH:15])[C@H:10]([OH:11])[C@H:5]3[OH:4])=[CH:25][CH:26]=2)[CH:35]=[CH:34][C:33]=1[C@@H:36]1[C@@H:39]([CH2:40][CH2:41][C@@H:42]([C:44]2[CH:45]=[CH:46][C:47]([F:50])=[CH:48][CH:49]=2)[OH:43])[C:38](=[O:51])[N:37]1[C:52]1[CH:57]=[CH:56][CH:55]=[CH:54][CH:53]=1)[C:60]1[CH:65]=[CH:64][CH:63]=[CH:62][CH:61]=1. The catalyst class is: 5. (3) Reactant: [C:1]([O:5][C:6]([N:8]1[CH2:13][CH2:12][CH2:11][C@@H:10]([NH:14][C:15]2[CH:20]=[CH:19][CH:18]=[CH:17][C:16]=2[N+:21]([O-])=O)[CH2:9]1)=[O:7])([CH3:4])([CH3:3])[CH3:2]. Product: [C:1]([O:5][C:6]([N:8]1[CH2:13][CH2:12][CH2:11][C@@H:10]([NH:14][C:15]2[CH:20]=[CH:19][CH:18]=[CH:17][C:16]=2[NH2:21])[CH2:9]1)=[O:7])([CH3:4])([CH3:2])[CH3:3]. The catalyst class is: 99. (4) Reactant: [C:1]1([C:7]([NH:10][CH2:11][CH2:12][C:13]([O:15]C)=[O:14])([CH3:9])[CH3:8])[CH:6]=[CH:5][CH:4]=[CH:3][CH:2]=1.[OH-].[Li+].CO. Product: [C:1]1([C:7]([NH:10][CH2:11][CH2:12][C:13]([OH:15])=[O:14])([CH3:9])[CH3:8])[CH:6]=[CH:5][CH:4]=[CH:3][CH:2]=1. The catalyst class is: 6. (5) Reactant: [CH2:1]([O:4][N:5]1[C:11](=[O:12])[N:10]2[CH2:13][CH:6]1[C:7]([CH2:23][O:24][CH3:25])=[CH:8][C@H:9]2[CH2:14][O:15][Si](C(C)(C)C)(C)C)[CH:2]=[CH2:3].CCCC[N+](CCCC)(CCCC)CCCC.[F-]. Product: [CH2:1]([O:4][N:5]1[C:11](=[O:12])[N:10]2[CH2:13][CH:6]1[C:7]([CH2:23][O:24][CH3:25])=[CH:8][C@H:9]2[CH2:14][OH:15])[CH:2]=[CH2:3]. The catalyst class is: 1.